From a dataset of HIV replication inhibition screening data with 41,000+ compounds from the AIDS Antiviral Screen. Binary Classification. Given a drug SMILES string, predict its activity (active/inactive) in a high-throughput screening assay against a specified biological target. (1) The compound is C=C1CN(S(=O)(=O)c2ccc(C)cc2)CCCN(Cc2ccsc2)CCCN(S(=O)(=O)c2ccc(C)cc2)C1. The result is 0 (inactive). (2) The result is 0 (inactive). The drug is O=C(O)CCCC[n+]1ccccc1.[Br-]. (3) The molecule is C[N+](C)(C)C=NCCCCCCN=C[N+](C)(C)C.[I-]. The result is 0 (inactive). (4) The molecule is O=C1c2cccc(O)c2Cc2c(O)cc(CO)cc21. The result is 0 (inactive).